Dataset: Reaction yield outcomes from USPTO patents with 853,638 reactions. Task: Predict the reaction yield, written as a fraction of the theoretical maximum amount of product (1.0 means a 100% yield; for example, 0.34 means a 34% yield). (1) The reactants are Cl[C:2]1[N:7]=[CH:6][C:5]([C:8]2[C:16]3[C:11](=[CH:12][C:13]([F:17])=[CH:14][CH:15]=3)[N:10]([S:18]([C:21]3[CH:26]=[CH:25][CH:24]=[CH:23][CH:22]=3)(=[O:20])=[O:19])[CH:9]=2)=[CH:4][CH:3]=1.O.[CH2:28]([NH2:32])[CH2:29][CH2:30][NH2:31]. No catalyst specified. The product is [F:17][C:13]1[CH:12]=[C:11]2[C:16]([C:8]([C:5]3[CH:4]=[CH:3][C:2]([NH:31][CH2:30][CH2:29][CH2:28][NH2:32])=[N:7][CH:6]=3)=[CH:9][N:10]2[S:18]([C:21]2[CH:26]=[CH:25][CH:24]=[CH:23][CH:22]=2)(=[O:20])=[O:19])=[CH:15][CH:14]=1. The yield is 0.910. (2) The product is [CH3:13][O:12][C:9]1[CH:10]=[CH:11][C:6]([S:5][CH2:4][CH:3]=[O:2])=[CH:7][CH:8]=1. The yield is 0.970. The catalyst is Cl.CC(C)=O. The reactants are C[O:2][CH:3](OC)[CH2:4][S:5][C:6]1[CH:11]=[CH:10][C:9]([O:12][CH3:13])=[CH:8][CH:7]=1.